Dataset: NCI-60 drug combinations with 297,098 pairs across 59 cell lines. Task: Regression. Given two drug SMILES strings and cell line genomic features, predict the synergy score measuring deviation from expected non-interaction effect. Drug 1: CC12CCC(CC1=CCC3C2CCC4(C3CC=C4C5=CN=CC=C5)C)O. Drug 2: C1CNP(=O)(OC1)N(CCCl)CCCl. Cell line: SK-MEL-28. Synergy scores: CSS=-5.67, Synergy_ZIP=10.3, Synergy_Bliss=-4.16, Synergy_Loewe=-10.5, Synergy_HSA=-6.84.